This data is from Catalyst prediction with 721,799 reactions and 888 catalyst types from USPTO. The task is: Predict which catalyst facilitates the given reaction. (1) Reactant: [H-].[Na+].[C:3](=[O:8])([O:6][CH3:7])OC.[CH3:9][CH:10]([CH3:15])[CH2:11][C:12](=[O:14])[CH3:13].Cl. The catalyst class is: 97. Product: [CH3:7][O:6][C:3](=[O:8])[CH2:13][C:12](=[O:14])[CH2:11][CH:10]([CH3:15])[CH3:9]. (2) Reactant: [C@H:1]1([N:13]2[CH2:18][CH2:17][CH:16]([NH:19][C:20]3[CH:25]=[CH:24][CH:23]=[CH:22][C:21]=3[NH:26][CH2:27][C:28]([NH:30][CH3:31])=[O:29])[CH2:15][CH2:14]2)[C:11]2=[C:12]3[C:7](=[CH:8][CH:9]=[CH:10]2)[CH:6]=[CH:5][CH:4]=[C:3]3[CH2:2]1.CN1C=CN=C1.[C:38](OC(OC(C)(C)C)=O)(OC(C)(C)C)=[O:39]. Product: [C@H:1]1([N:13]2[CH2:18][CH2:17][CH:16]([N:19]3[C:20]4[CH:25]=[CH:24][CH:23]=[CH:22][C:21]=4[N:26]([CH2:27][C:28]([NH:30][CH3:31])=[O:29])[C:38]3=[O:39])[CH2:15][CH2:14]2)[C:11]2=[C:12]3[C:7](=[CH:8][CH:9]=[CH:10]2)[CH:6]=[CH:5][CH:4]=[C:3]3[CH2:2]1. The catalyst class is: 10. (3) Reactant: [Cl:1][C:2]1[CH:3]=[C:4]([C:9]2[N:14]=[C:13]([CH3:15])[N:12]=[C:11]([N:16](CC3C=CC(OC)=CC=3)CC3C=CC(OC)=CC=3)[N:10]=2)[C:5]([F:8])=[N:6][CH:7]=1.FC(F)(F)S(O)(=O)=O. Product: [Cl:1][C:2]1[CH:3]=[C:4]([C:9]2[N:14]=[C:13]([CH3:15])[N:12]=[C:11]([NH2:16])[N:10]=2)[C:5]([F:8])=[N:6][CH:7]=1. The catalyst class is: 67.